Task: Predict the product of the given reaction.. Dataset: Forward reaction prediction with 1.9M reactions from USPTO patents (1976-2016) (1) Given the reactants [CH3:1][C:2]1[CH:3]=[C:4]([C:8]([C:10]2[S:11][C:12]([CH3:16])=[C:13]([CH3:15])[N:14]=2)=O)[O:5][C:6]=1[CH3:7].[NH3:17], predict the reaction product. The product is: [CH3:1][C:2]1[CH:3]=[C:4]([OH:5])[C:8]([C:10]2[S:11][C:12]([CH3:16])=[C:13]([CH3:15])[N:14]=2)=[N:17][C:6]=1[CH3:7]. (2) Given the reactants [Cl:1][C:2]1[CH:7]=[CH:6][C:5]([S:8]([N:11]2[CH:16]=[CH:15][C:14](=[O:17])[CH2:13][CH:12]2[C:18]([O:20][CH2:21][CH3:22])=[O:19])(=[O:10])=[O:9])=[CH:4][CH:3]=1.[CH3:23][N:24]([CH:26](OC)OC)[CH3:25], predict the reaction product. The product is: [Cl:1][C:2]1[CH:7]=[CH:6][C:5]([S:8]([N:11]2[CH:16]=[CH:15][C:14](=[O:17])[C:13](=[CH:23][N:24]([CH3:26])[CH3:25])[CH:12]2[C:18]([O:20][CH2:21][CH3:22])=[O:19])(=[O:9])=[O:10])=[CH:4][CH:3]=1.